From a dataset of Full USPTO retrosynthesis dataset with 1.9M reactions from patents (1976-2016). Predict the reactants needed to synthesize the given product. Given the product [CH3:9][C:8]1[N:7]=[C:6]2[O:10][CH2:11][CH2:12][CH2:13][C:5]2=[N:4][C:3]=1[OH:2], predict the reactants needed to synthesize it. The reactants are: C[O:2][C:3]1[N:4]=[C:5]2[CH2:13][CH2:12][CH2:11][O:10][C:6]2=[N:7][C:8]=1[CH3:9].I[Si](C)(C)C.